Dataset: Full USPTO retrosynthesis dataset with 1.9M reactions from patents (1976-2016). Task: Predict the reactants needed to synthesize the given product. (1) Given the product [Cl:1][C:2]1[CH:12]=[C:11]([F:13])[CH:10]=[CH:9][C:3]=1[C:4]([NH:6][C:7]([NH:28][C:17]1[CH:18]=[CH:19][C:20]([C:22]2[NH:26][C:25]([CH3:27])=[N:24][N:23]=2)=[CH:21][C:16]=1[O:15][CH3:14])=[O:8])=[O:5], predict the reactants needed to synthesize it. The reactants are: [Cl:1][C:2]1[CH:12]=[C:11]([F:13])[CH:10]=[CH:9][C:3]=1[C:4]([N:6]=[C:7]=[O:8])=[O:5].[CH3:14][O:15][C:16]1[CH:21]=[C:20]([C:22]2[NH:26][C:25]([CH3:27])=[N:24][N:23]=2)[CH:19]=[CH:18][C:17]=1[NH2:28]. (2) Given the product [CH2:22]([O:24][C:25]1[CH:26]=[C:27]([C:33]([C:35]2[CH:44]=[CH:43][C:38]3[N:39]([CH3:42])[N:40]=[N:41][C:37]=3[CH:36]=2)=[CH:9][C:10]#[N:11])[CH:28]=[CH:29][C:30]=1[O:31][CH3:32])[CH3:23], predict the reactants needed to synthesize it. The reactants are: C(OP([CH2:9][C:10]#[N:11])(=O)OCC)C.C[Si]([N-][Si](C)(C)C)(C)C.[Li+].[CH2:22]([O:24][C:25]1[CH:26]=[C:27]([C:33]([C:35]2[CH:44]=[CH:43][C:38]3[N:39]([CH3:42])[N:40]=[N:41][C:37]=3[CH:36]=2)=O)[CH:28]=[CH:29][C:30]=1[O:31][CH3:32])[CH3:23].CCOCC.